Dataset: Peptide-MHC class I binding affinity with 185,985 pairs from IEDB/IMGT. Task: Regression. Given a peptide amino acid sequence and an MHC pseudo amino acid sequence, predict their binding affinity value. This is MHC class I binding data. (1) The peptide sequence is RAVSIQPCM. The MHC is H-2-Db with pseudo-sequence H-2-Db. The binding affinity (normalized) is 0.115. (2) The peptide sequence is LFPELECFF. The MHC is HLA-A03:01 with pseudo-sequence HLA-A03:01. The binding affinity (normalized) is 0.0847. (3) The peptide sequence is LLAAVASSY. The MHC is HLA-B53:01 with pseudo-sequence HLA-B53:01. The binding affinity (normalized) is 0.213. (4) The peptide sequence is RLYPFGSYY. The MHC is SLA-30401 with pseudo-sequence SLA-30401. The binding affinity (normalized) is 0.0847. (5) The peptide sequence is VFSQEDCMI. The MHC is HLA-A29:02 with pseudo-sequence HLA-A29:02. The binding affinity (normalized) is 0.134. (6) The peptide sequence is TISKDNLER. The MHC is HLA-A33:01 with pseudo-sequence HLA-A33:01. The binding affinity (normalized) is 0.428. (7) The peptide sequence is YTTGGTSR. The MHC is Mamu-A02 with pseudo-sequence Mamu-A02. The binding affinity (normalized) is 0.